This data is from Experimentally validated miRNA-target interactions with 360,000+ pairs, plus equal number of negative samples. The task is: Binary Classification. Given a miRNA mature sequence and a target amino acid sequence, predict their likelihood of interaction. (1) The miRNA is hsa-miR-652-3p with sequence AAUGGCGCCACUAGGGUUGUG. The protein sequence of the target gene is MDLSVLPNNNHPDKFLQLDVKSLTRSSALLQASLVRFPGGNYPAAQHWQNLVYSQREKKNIAAQRIRGSSADSLVTADSPPPSMSSVMKNNPLYGDLSLEEAMEERKKNPSWTIEEYDKHSLHTNLSGHLKENPNDLRFWLGDMYTPGFDTLLKKEEKQEKHSKFCRMGLILLVVISILVTIVTIITFFT. Result: 0 (no interaction). (2) Result: 0 (no interaction). The protein sequence of the target gene is MCGIFAYLNYHVPRTRREILETLIKGLQRLEYRGYDSAGVGLDGGNDKDWEANACKIQLIKKKGKVKALDEEVHKQQDMDLDIEFDVHLGIAHTRWATHGEPNPVNSHPQRSDKNNEFIVIHNGIITNYKDLKKFLESKGYDFESETDTETIAKLVKYMYDNWESQDVSFTTLVERVIQQLEGAFALVFKSVHFPGQAVGTRRGSPLLIGVRSEHKLSTDHIPILYRTARTQIGSTWWGSQAERGKDKKGSCGLSRVDSTTCLFPVEEKAVEYYFASDASAVIEHTNRVIFLEDDDVAAV.... The miRNA is hsa-miR-3124-3p with sequence ACUUUCCUCACUCCCGUGAAGU. (3) The miRNA is mmu-miR-466i-5p with sequence UGUGUGUGUGUGUGUGUGUG. The protein sequence of the target gene is MDNLSPEEVQLRAHQVTDESLESTRRILGLAIESQDAGIKTITMLDEQGEQLNRIEEGMDQINKDMREAEKTLTELNKCCGLCICPCNRTKNFESGKNYKATWGDGGDNSPSNVVSKQPSRITNGQPQQTTGAASGGYIKRITNDAREDEMEENLTQVGSILGNLKNMALDMGNEIDAQNQQIQKITEKADTNKNRIDIANTRAKKLIDS. Result: 1 (interaction).